This data is from Reaction yield outcomes from USPTO patents with 853,638 reactions. The task is: Predict the reaction yield, written as a fraction of the theoretical maximum amount of product (1.0 means a 100% yield; for example, 0.34 means a 34% yield). (1) The reactants are C(#N)CC.[NH2:5][C:6]1[N:13]=[CH:12][C:11](Br)=[CH:10][C:7]=1[C:8]#[N:9].[CH3:15][N:16]([CH2:21][C:22]1[N:23]([CH3:31])[C:24]2[C:29]([CH:30]=1)=[CH:28][CH:27]=[CH:26][CH:25]=2)[C:17](=[O:20])[CH:18]=[CH2:19].C(N(C(C)C)CC)(C)C.CC1C=CC=CC=1P(C1C=CC=CC=1C)C1C=CC=CC=1C.[ClH:63]. The catalyst is CC([O-])=O.CC([O-])=O.[Pd+2]. The product is [ClH:63].[NH2:5][C:6]1[N:13]=[CH:12][C:11](/[CH:19]=[CH:18]/[C:17]([N:16]([CH3:15])[CH2:21][C:22]2[N:23]([CH3:31])[C:24]3[C:29]([CH:30]=2)=[CH:28][CH:27]=[CH:26][CH:25]=3)=[O:20])=[CH:10][C:7]=1[C:8]#[N:9]. The yield is 0.430. (2) The reactants are [CH3:1][C:2]1[CH:7](/[CH:8]=[CH:9]/[C:10]([CH3:12])=[O:11])[C:6]([CH3:14])([CH3:13])[CH2:5][CH2:4][CH:3]=1.[SH:15][CH2:16][CH2:17][CH2:18][Si:19]([O:24][CH3:25])([O:22][CH3:23])[O:20][CH3:21].C1CCN2C(=NCCC2)CC1.Cl. No catalyst specified. The product is [CH3:21][O:20][Si:19]([O:22][CH3:23])([O:24][CH3:25])[CH2:18][CH2:17][CH2:16][S:15][CH:8]([CH:7]1[C:6]([CH3:14])([CH3:13])[CH2:5][CH2:4][CH:3]=[C:2]1[CH3:1])[CH2:9][C:10](=[O:11])[CH3:12]. The yield is 0.710. (3) The reactants are [H-].[Al+3].[Li+].[H-].[H-].[H-].[C:7]1([C@:13]2([C:25]#[N:26])[CH2:15][C@H:14]2[CH2:16][O:17][CH2:18][C:19]2[CH:24]=[CH:23][CH:22]=[CH:21][CH:20]=2)[CH:12]=[CH:11][CH:10]=[CH:9][CH:8]=1. The catalyst is C(OCC)C. The product is [C:7]1([C@:13]2([CH2:25][NH2:26])[CH2:15][C@H:14]2[CH2:16][O:17][CH2:18][C:19]2[CH:24]=[CH:23][CH:22]=[CH:21][CH:20]=2)[CH:8]=[CH:9][CH:10]=[CH:11][CH:12]=1. The yield is 0.710. (4) The product is [CH2:1]([C:5]1([CH3:22])[C:14]2[C:9](=[CH:10][CH:11]=[CH:12][CH:13]=2)[C:8]([OH:15])=[CH:7][C:6]1=[O:21])[CH2:2][CH2:3][CH3:4]. The catalyst is O1CCOCC1. The yield is 0.360. The reactants are [CH2:1]([C:5]1([CH3:22])[C:14]2[C:9](=[CH:10][CH:11]=[CH:12][CH:13]=2)[C:8]([OH:15])=[C:7](C(OCC)=O)[C:6]1=[O:21])[CH2:2][CH2:3][CH3:4].Cl. (5) The reactants are O[C@@H:2]([CH3:19])[C@@H:3]([NH:7][C:8]([O:10][CH2:11][CH2:12][C:13]1[CH:18]=[CH:17][CH:16]=[CH:15][CH:14]=1)=[O:9])[C:4]([OH:6])=[O:5].CCN(CC)CC.CN(C(ON1N=NC2C=CC=CC1=2)=[N+](C)C)C.[B-](F)(F)(F)F. The catalyst is C(Cl)Cl. The product is [CH2:11]([O:10][C:8](=[O:9])[NH:7][C@H:3]1[C:4](=[O:6])[O:5][C@H:2]1[CH3:19])[CH2:12][C:13]1[CH:18]=[CH:17][CH:16]=[CH:15][CH:14]=1. The yield is 0.570.